Dataset: Peptide-MHC class I binding affinity with 185,985 pairs from IEDB/IMGT. Task: Regression. Given a peptide amino acid sequence and an MHC pseudo amino acid sequence, predict their binding affinity value. This is MHC class I binding data. (1) The peptide sequence is QLVKGFERFQ. The MHC is HLA-A02:01 with pseudo-sequence HLA-A02:01. The binding affinity (normalized) is 0.404. (2) The peptide sequence is VSAQNISFK. The MHC is HLA-A33:01 with pseudo-sequence YTAMYRNNVAHIDVDTLYIMYQDYTWAVLAYTWH. The binding affinity (normalized) is 0.0358. (3) The peptide sequence is LVGKLNWASQIY. The MHC is HLA-B58:01 with pseudo-sequence HLA-B58:01. The binding affinity (normalized) is 0.0782. (4) The peptide sequence is SLMASSPTSI. The binding affinity (normalized) is 0.276. The MHC is HLA-B07:02 with pseudo-sequence HLA-B07:02. (5) The peptide sequence is GLLGCIITSL. The MHC is HLA-A02:02 with pseudo-sequence HLA-A02:02. The binding affinity (normalized) is 0.670. (6) The peptide sequence is EVIPMFSAL. The MHC is HLA-A24:03 with pseudo-sequence HLA-A24:03. The binding affinity (normalized) is 0.0847. (7) The peptide sequence is YTTTIKPVSY. The MHC is HLA-A23:01 with pseudo-sequence HLA-A23:01. The binding affinity (normalized) is 0. (8) The peptide sequence is TRSFTTHFL. The MHC is HLA-A80:01 with pseudo-sequence HLA-A80:01. The binding affinity (normalized) is 0.0847.